From a dataset of Peptide-MHC class I binding affinity with 185,985 pairs from IEDB/IMGT. Regression. Given a peptide amino acid sequence and an MHC pseudo amino acid sequence, predict their binding affinity value. This is MHC class I binding data. (1) The peptide sequence is HQAAMQII. The MHC is Mamu-A07 with pseudo-sequence Mamu-A07. The binding affinity (normalized) is 0.376. (2) The peptide sequence is KLLKSWVSK. The MHC is HLA-B39:01 with pseudo-sequence HLA-B39:01. The binding affinity (normalized) is 0.0847. (3) The peptide sequence is DKYGWLCKMH. The MHC is HLA-A31:01 with pseudo-sequence HLA-A31:01. The binding affinity (normalized) is 0. (4) The peptide sequence is RTHTLRDAK. The MHC is HLA-B58:01 with pseudo-sequence HLA-B58:01. The binding affinity (normalized) is 0.0847. (5) The peptide sequence is RMMGKNIFY. The MHC is HLA-A03:01 with pseudo-sequence HLA-A03:01. The binding affinity (normalized) is 0.719. (6) The peptide sequence is ITVLTSVDI. The MHC is HLA-A02:02 with pseudo-sequence HLA-A02:02. The binding affinity (normalized) is 0.227. (7) The peptide sequence is CTDKFSQLF. The MHC is HLA-B27:05 with pseudo-sequence HLA-B27:05. The binding affinity (normalized) is 0.0847. (8) The peptide sequence is NMAPEKVDF. The MHC is HLA-B08:01 with pseudo-sequence HLA-B08:01. The binding affinity (normalized) is 0.0847. (9) The peptide sequence is SQGIRQVLFL. The MHC is Mamu-A07 with pseudo-sequence Mamu-A07. The binding affinity (normalized) is 0.231. (10) The peptide sequence is VLSDLCNFL. The MHC is HLA-A03:01 with pseudo-sequence HLA-A03:01. The binding affinity (normalized) is 0.0847.